Task: Predict the product of the given reaction.. Dataset: Forward reaction prediction with 1.9M reactions from USPTO patents (1976-2016) (1) Given the reactants Br[C:2]1[CH:7]=[CH:6][C:5]([CH:8]([C:20]2[CH:25]=[CH:24][CH:23]=[CH:22][C:21]=2[CH3:26])[CH2:9][C:10]([C:12]2[CH:13]=[CH:14][C:15](=[O:19])[N:16]([CH3:18])[CH:17]=2)=[O:11])=[CH:4][CH:3]=1.[F:27][C:28]1[CH:29]=[C:30](B(O)O)[CH:31]=[CH:32][C:33]=1[C:34]([O:36][CH3:37])=[O:35].O.C(=O)([O-])[O-].[Na+].[Na+], predict the reaction product. The product is: [CH3:37][O:36][C:34]([C:33]1[CH:32]=[CH:31][C:30]([C:2]2[CH:3]=[CH:4][C:5]([CH:8]([C:20]3[CH:25]=[CH:24][CH:23]=[CH:22][C:21]=3[CH3:26])[CH2:9][C:10]([C:12]3[CH:13]=[CH:14][C:15](=[O:19])[N:16]([CH3:18])[CH:17]=3)=[O:11])=[CH:6][CH:7]=2)=[CH:29][C:28]=1[F:27])=[O:35]. (2) Given the reactants CN(C)S([N:6]1[CH:10]=[C:9]([CH2:11][C:12]2([C:15]([F:18])([F:17])[F:16])[CH2:14][CH2:13]2)[N:8]=[C:7]1[C@H:19]([OH:37])[C@:20]([OH:36])([C:25]1[CH:30]=[CH:29][C:28]([N:31]2[CH:35]=[CH:34][CH:33]=[N:32]2)=[CH:27][CH:26]=1)[C:21]([F:24])([F:23])[F:22])(=O)=O.Cl, predict the reaction product. The product is: [F:24][C:21]([F:22])([F:23])[C@@:20]([C:25]1[CH:30]=[CH:29][C:28]([N:31]2[CH:35]=[CH:34][CH:33]=[N:32]2)=[CH:27][CH:26]=1)([OH:36])[C@@H:19]([C:7]1[NH:6][CH:10]=[C:9]([CH2:11][C:12]2([C:15]([F:17])([F:18])[F:16])[CH2:13][CH2:14]2)[N:8]=1)[OH:37]. (3) Given the reactants [OH-].[Na+:2].[OH:3][C:4]1[CH:9]=[CH:8][CH:7]=[CH:6][C:5]=1[C:10]1[N:11]=[C:12]([CH2:15][CH2:16][CH2:17][CH2:18][C:19]([OH:21])=[O:20])[O:13][CH:14]=1, predict the reaction product. The product is: [Na+:2].[Na+:2].[OH:3][C:4]1[CH:9]=[CH:8][CH:7]=[CH:6][C:5]=1[C:10]1[N:11]=[C:12]([CH2:15][CH2:16][CH2:17][CH2:18][C:19]([O-:21])=[O:20])[O:13][CH:14]=1.[OH:3][C:4]1[CH:9]=[CH:8][CH:7]=[CH:6][C:5]=1[C:10]1[N:11]=[C:12]([CH2:15][CH2:16][CH2:17][CH2:18][C:19]([O-:21])=[O:20])[O:13][CH:14]=1. (4) Given the reactants Cl[C:2]1[N:28](COCC[Si](C)(C)C)[C:5]2=[C:6]3[C:11](=[C:12]4[CH:17]=[C:16]([F:18])[CH:15]=[CH:14][C:13]4=[C:4]2[N:3]=1)[C:10](=[O:19])[N:9](COCC[Si](C)(C)C)[CH:8]=[CH:7]3.[N:37]1[CH:42]=[CH:41][C:40]([CH2:43][OH:44])=[CH:39][CH:38]=1.[H-].[Na+].FC(F)(F)C(O)=O.C(=O)([O-])[O-].[K+].[K+].CO, predict the reaction product. The product is: [F:18][C:16]1[CH:15]=[CH:14][C:13]2=[C:4]3[N:3]=[C:2]([O:44][CH2:43][C:40]4[CH:41]=[CH:42][N:37]=[CH:38][CH:39]=4)[NH:28][C:5]3=[C:6]3[C:11]([C:10](=[O:19])[NH:9][CH:8]=[CH:7]3)=[C:12]2[CH:17]=1. (5) Given the reactants [Br:1][C:2]1[CH:3]=[C:4]2[C:9](=[CH:10][CH:11]=1)[N:8]=[C:7]([O:12][CH3:13])[C:6]([C:14]([O:16]CC)=O)=[C:5]2[Cl:19].CCN=C=N[CH2:25][CH2:26][CH2:27][N:28]([CH3:30])C.C1C=CC2N(O)N=NC=2C=1.N1CCCC1, predict the reaction product. The product is: [Br:1][C:2]1[CH:3]=[C:4]2[C:9](=[CH:10][CH:11]=1)[N:8]=[C:7]([O:12][CH3:13])[C:6]([C:14]([N:28]1[CH2:27][CH2:26][CH2:25][CH2:30]1)=[O:16])=[C:5]2[Cl:19]. (6) Given the reactants [CH2:1]1[C@@H:5]2[CH2:6][NH:7][CH2:8][C@@H:4]2[CH2:3][N:2]1[C:9]([O:11][C:12]([CH3:15])([CH3:14])[CH3:13])=[O:10].Br[C:17]1[CH:18]=[N:19][CH:20]=[C:21]([CH:27]=1)[C:22]([O:24][CH2:25][CH3:26])=[O:23].C(=O)([O-])[O-].[Cs+].[Cs+], predict the reaction product. The product is: [CH2:25]([O:24][C:22]([C:21]1[CH:27]=[C:17]([N:7]2[CH2:6][C@@H:5]3[CH2:1][N:2]([C:9]([O:11][C:12]([CH3:15])([CH3:14])[CH3:13])=[O:10])[CH2:3][C@@H:4]3[CH2:8]2)[CH:18]=[N:19][CH:20]=1)=[O:23])[CH3:26]. (7) Given the reactants [CH2:1]([C:3]1[CH:7]=[C:6]([CH2:8][CH3:9])[N:5]([C:10]2[CH:23]=[CH:22][C:13]([NH:14]CC3C=CC=CC=3)=[CH:12][C:11]=2[CH3:24])[N:4]=1)[CH3:2].[H][H], predict the reaction product. The product is: [CH2:1]([C:3]1[CH:7]=[C:6]([CH2:8][CH3:9])[N:5]([C:10]2[CH:23]=[CH:22][C:13]([NH2:14])=[CH:12][C:11]=2[CH3:24])[N:4]=1)[CH3:2].